Dataset: NCI-60 drug combinations with 297,098 pairs across 59 cell lines. Task: Regression. Given two drug SMILES strings and cell line genomic features, predict the synergy score measuring deviation from expected non-interaction effect. (1) Drug 1: CC(CN1CC(=O)NC(=O)C1)N2CC(=O)NC(=O)C2. Drug 2: COC1=CC(=CC(=C1O)OC)C2C3C(COC3=O)C(C4=CC5=C(C=C24)OCO5)OC6C(C(C7C(O6)COC(O7)C8=CC=CS8)O)O. Cell line: MDA-MB-231. Synergy scores: CSS=34.4, Synergy_ZIP=-8.97, Synergy_Bliss=-0.279, Synergy_Loewe=-16.0, Synergy_HSA=3.29. (2) Drug 1: C1CC(=O)NC(=O)C1N2CC3=C(C2=O)C=CC=C3N. Drug 2: CC12CCC3C(C1CCC2O)C(CC4=C3C=CC(=C4)O)CCCCCCCCCS(=O)CCCC(C(F)(F)F)(F)F. Cell line: ACHN. Synergy scores: CSS=0.176, Synergy_ZIP=2.69, Synergy_Bliss=-3.19, Synergy_Loewe=-1.06, Synergy_HSA=-1.04. (3) Drug 1: CCN(CC)CCNC(=O)C1=C(NC(=C1C)C=C2C3=C(C=CC(=C3)F)NC2=O)C. Cell line: SW-620. Drug 2: CC1=C(C(=O)C2=C(C1=O)N3CC4C(C3(C2COC(=O)N)OC)N4)N. Synergy scores: CSS=37.4, Synergy_ZIP=0.592, Synergy_Bliss=0.225, Synergy_Loewe=-17.5, Synergy_HSA=2.00. (4) Drug 1: CN(CCCl)CCCl.Cl. Drug 2: C1CN(CCN1C(=O)CCBr)C(=O)CCBr. Cell line: BT-549. Synergy scores: CSS=24.4, Synergy_ZIP=-6.10, Synergy_Bliss=-3.43, Synergy_Loewe=-2.35, Synergy_HSA=-1.46. (5) Drug 2: C1CN(P(=O)(OC1)NCCCl)CCCl. Drug 1: C1=NC2=C(N=C(N=C2N1C3C(C(C(O3)CO)O)O)F)N. Cell line: IGROV1. Synergy scores: CSS=-1.75, Synergy_ZIP=0.822, Synergy_Bliss=0.288, Synergy_Loewe=-1.53, Synergy_HSA=-1.52. (6) Drug 1: C1=C(C(=O)NC(=O)N1)F. Drug 2: CCC1=C2CN3C(=CC4=C(C3=O)COC(=O)C4(CC)O)C2=NC5=C1C=C(C=C5)O. Cell line: U251. Synergy scores: CSS=54.8, Synergy_ZIP=-10.7, Synergy_Bliss=-9.70, Synergy_Loewe=-6.35, Synergy_HSA=-3.86. (7) Drug 1: CC(C1=C(C=CC(=C1Cl)F)Cl)OC2=C(N=CC(=C2)C3=CN(N=C3)C4CCNCC4)N. Drug 2: C1CC(=O)NC(=O)C1N2C(=O)C3=CC=CC=C3C2=O. Cell line: OVCAR3. Synergy scores: CSS=0.0210, Synergy_ZIP=9.52, Synergy_Bliss=15.5, Synergy_Loewe=5.09, Synergy_HSA=4.87.